From a dataset of Catalyst prediction with 721,799 reactions and 888 catalyst types from USPTO. Predict which catalyst facilitates the given reaction. (1) Reactant: [OH:1][NH2:2].C([O:5][C:6](=O)[CH2:7][CH2:8][CH2:9][CH2:10][CH2:11][CH2:12][N:13]([C:20]1[CH:21]=[N:22][CH:23]=[CH:24][CH:25]=1)[C:14]1[CH:19]=[CH:18][CH:17]=[CH:16][N:15]=1)C. Product: [OH:1][NH:2][C:6](=[O:5])[CH2:7][CH2:8][CH2:9][CH2:10][CH2:11][CH2:12][N:13]([C:20]1[CH:21]=[N:22][CH:23]=[CH:24][CH:25]=1)[C:14]1[CH:19]=[CH:18][CH:17]=[CH:16][N:15]=1. The catalyst class is: 121. (2) Reactant: [NH2:1][C:2]([NH:4][C:5]1[CH:9]=[C:8]([C:10]2[CH:15]=[CH:14][CH:13]=[C:12]([F:16])[CH:11]=2)[S:7][C:6]=1[C:17]([NH:19][C@H:20]1[CH2:25][CH2:24][CH2:23][N:22](C(OC(C)(C)C)=O)[CH2:21]1)=[O:18])=[O:3].Cl.O1CCOCC1. Product: [NH:22]1[CH2:23][CH2:24][CH2:25][C@H:20]([NH:19][C:17]([C:6]2[S:7][C:8]([C:10]3[CH:15]=[CH:14][CH:13]=[C:12]([F:16])[CH:11]=3)=[CH:9][C:5]=2[NH:4][C:2]([NH2:1])=[O:3])=[O:18])[CH2:21]1. The catalyst class is: 24.